The task is: Binary Classification. Given a miRNA mature sequence and a target amino acid sequence, predict their likelihood of interaction.. This data is from Experimentally validated miRNA-target interactions with 360,000+ pairs, plus equal number of negative samples. (1) The protein sequence of the target gene is MKLNPQQAPLYGDCVVTVLLAEEDKAEDDVVFYLVFLGSTLRHCTSTRKVSSDTLETIAPGHDCCETVKVQLCASKEGLPVFVVAEEDFHFVQDEAYDAAQFLATSAGNQQALNFTRFLDQSGPPSGDVNSLDKKLVLAFRHLKLPTEWNVLGTDQSLHDAGPRETLMHFAVRLGLLRLTWFLLQKPGGRGALSIHNQEGATPVSLALERGYHKLHQLLTEENAGEPDSWSSLSYEIPYGDCSVRHHRELDIYTLTSESDSHHEHPFPGDGCTGPIFKLMNIQQQLMKTNLKQMDSLMPL.... Result: 0 (no interaction). The miRNA is hsa-miR-128-3p with sequence UCACAGUGAACCGGUCUCUUU. (2) The miRNA is hsa-miR-10b-5p with sequence UACCCUGUAGAACCGAAUUUGUG. The protein sequence of the target gene is MLQIGEDVDYLLIPREVRLAGGVWRVISKPATKEAEFRERLTQFLEEEGRTLEDVARIMEKSTPHPPQPPKKPKEPRVRRRVQQMVTPPPRLVVGTYDSSNASDSEFSDFETSRDKSRQGPRRGKKVRKMPVSYLGSKFLGSDLESEDDEELVEAFLRRQEKQPSAPPARRRVNLPVPMFEDNLGPQLSKADRWREYVSQVSWGKLKRRVKGWAPRAGPGVGEARLASTAVESAGVSSAPEGTSPGDRLGNAGDVCVPQASPRRWRPKINWASFRRRRKEQTAPTGQGADIEADQGGEAA.... Result: 1 (interaction). (3) The miRNA is hsa-miR-1250-5p with sequence ACGGUGCUGGAUGUGGCCUUU. The protein sequence of the target gene is MRVFCVGLLLFSVTWAAPTFQPQTEKTKQSCVEEQRQEEKNKDNIGFHHLGKRINQELSSKENIVQERKKDLSLSEASENKGSSKSQNYFTNRQRLNKEYSISNKENTHNGLRMSIYPKSTGNKGFEDGDDAISKLHDQEEYGAALIRNNMQHIMGPVTAIKLLGEENKENTPRNVLNIIPASMNYAKAHSKDKKKPQRDSQAQKSPVKSKSTHRIQHNIDYLKHLSKVKKIPSDFEGSGYTDLQERGDNDISPFSGDGQPFKDIPGKGEATGPDLEGKDIQTGFAGPSEAESTHLDTKK.... Result: 0 (no interaction). (4) The miRNA is hsa-miR-1296-5p with sequence UUAGGGCCCUGGCUCCAUCUCC. The protein sequence of the target gene is MEAKDQKKHRKKNSGPKAAKKKKRLLQDLQLGDEEDARKRNPKAFAVQSAVRMARSFHRTQDLKTKKHHIPVVDRTPLEPPPIVVVVMGPPKVGKSTLIQCLIRNFTRQKLTEIRGPVTIVSGKKRRLTIIECGCDINMMIDLAKVADLVLMLIDASFGFEMETFEFLNICQVHGFPKIMGVLTHLDSFKHNKQLKKTKKRLKHRFWTEVYPGAKLFYLSGMVHGEYQNQEIHNLGRFITVMKFRPLTWQTSHPYILADRMEDLTNPEDIRTNIKCDRKVSLYGYLRGAHLKNKSQIHMP.... Result: 1 (interaction). (5) The miRNA is mmu-miR-694 with sequence CUGAAAAUGUUGCCUGAAG. The protein sequence of the target gene is MAAALGASGGAGAGDDDFDQFDKPGAERSWRRRAADEDWDSELEDDLLGEDLLSGKKNQSDLSDEELNDDLLQSDNEDEENFSSQGVTISLNATSGMVTSFELSDNTNDQSGEQESEYEQEQGEDELVYHKSDGSELYTQEYPEEGQYEGHEAELTEDQIEYVEEPEEEQLYTDEVLDIEINEPLDEFTGGMETLELQKDIKEESDEEEEDDEESGRLRFKTERKEGTIIRLSDVTRERRNIPETLELSAEAKAALLEFEERERQHKQGRYSSRRGGRRGGPLMCRGVGDQRRESTERGR.... Result: 0 (no interaction).